From a dataset of Reaction yield outcomes from USPTO patents with 853,638 reactions. Predict the reaction yield, written as a fraction of the theoretical maximum amount of product (1.0 means a 100% yield; for example, 0.34 means a 34% yield). (1) The reactants are Br[C:2]1[CH:7]=[C:6]([C:8]([CH3:11])([CH3:10])[CH3:9])[C:5]([N+:12]([O-:14])=[O:13])=[CH:4][C:3]=1[NH2:15].CCN(CC)CC.[CH3:23][Si:24]([C:27]#[CH:28])([CH3:26])[CH3:25]. The catalyst is C1(C)C=CC=CC=1.O.Cl[Pd](Cl)([P](C1C=CC=CC=1)(C1C=CC=CC=1)C1C=CC=CC=1)[P](C1C=CC=CC=1)(C1C=CC=CC=1)C1C=CC=CC=1.[Cu]I. The product is [C:8]([C:6]1[C:5]([N+:12]([O-:14])=[O:13])=[CH:4][C:3]([NH:15][C:28]#[C:27][Si:24]([CH3:26])([CH3:25])[CH3:23])=[CH:2][CH:7]=1)([CH3:11])([CH3:10])[CH3:9]. The yield is 0.810. (2) The catalyst is CN(C)C=O. The product is [Br:1][C:2]1[CH:7]=[CH:6][C:5]([N:8]2[C:12](=[O:13])[N:11]([CH2:19][CH2:20][N:21]3[CH2:25][CH2:24][CH2:23][CH2:22]3)[N:10]=[CH:9]2)=[C:4]([F:14])[CH:3]=1. The reactants are [Br:1][C:2]1[CH:7]=[CH:6][C:5]([N:8]2[C:12](=[O:13])[NH:11][N:10]=[CH:9]2)=[C:4]([F:14])[CH:3]=1.[H-].[Na+].Cl.Cl[CH2:19][CH2:20][N:21]1[CH2:25][CH2:24][CH2:23][CH2:22]1. The yield is 0.897. (3) The product is [CH3:1][O:2][CH2:3][CH2:4][O:5][C:6]1[CH:11]=[CH:10][C:9]([NH2:12])=[CH:8][C:7]=1[C:16]1[N:17]([CH3:21])[N:18]=[CH:19][CH:20]=1. The yield is 0.930. The reactants are [CH3:1][O:2][CH2:3][CH2:4][O:5][C:6]1[CH:11]=[CH:10][C:9]([NH:12]C(=O)C)=[CH:8][C:7]=1[C:16]1[N:17]([CH3:21])[N:18]=[CH:19][CH:20]=1.[OH-].[Na+]. The catalyst is CO.O. (4) The reactants are [CH:1]([C:3]1[CH:8]=[C:7](Br)[CH:6]=[C:5]([CH:10]=[O:11])[C:4]=1[OH:12])=[O:2].[CH2:13]=[CH:14][CH2:15][CH2:16][CH2:17][CH2:18][CH2:19][CH2:20][CH2:21][CH2:22][CH2:23][CH3:24].C([O-])(O)=O.[Na+]. The catalyst is [Br-].C([N+](CCCC)(CCCC)CCCC)CCC.C([O-])(=O)C.C([O-])(=O)C.[Pd+2]. The product is [CH:1]([C:3]1[CH:8]=[C:7]([CH:13]=[CH:14][CH2:15][CH2:16][CH2:17][CH2:18][CH2:19][CH2:20][CH2:21][CH2:22][CH2:23][CH3:24])[CH:6]=[C:5]([CH:10]=[O:11])[C:4]=1[OH:12])=[O:2]. The yield is 0.510.